This data is from Catalyst prediction with 721,799 reactions and 888 catalyst types from USPTO. The task is: Predict which catalyst facilitates the given reaction. (1) Reactant: [N+]([O-])(O)=O.O.[C:6]([O-:9])(=[O:8])[CH3:7].[Ca+2:10].[C:11]([O-:14])(=[O:13])[CH3:12]. Product: [C:6]([O-:9])(=[O:8])[CH3:7].[Ca+2:10].[C:11]([O-:14])(=[O:13])[CH3:12]. The catalyst class is: 6. (2) Reactant: [CH2:1]([O:8][C:9]([NH:11][CH2:12][CH2:13][CH2:14][O:15][N:16]1C(=O)C2=CC=CC=C2C1=O)=[O:10])[C:2]1[CH:7]=[CH:6][CH:5]=[CH:4][CH:3]=1.O1CCCC1.CN. Product: [CH2:1]([O:8][C:9]([NH:11][CH2:12][CH2:13][CH2:14][O:15][NH2:16])=[O:10])[C:2]1[CH:3]=[CH:4][CH:5]=[CH:6][CH:7]=1. The catalyst class is: 8. (3) Reactant: [NH2:1][CH2:2][CH2:3][C:4]1[N:5]=[CH:6][C:7]2[C:12]([CH:13]=1)=[CH:11][CH:10]=[CH:9][CH:8]=2.C(N(CC)CC)C.Cl[C:22]([O:24][CH2:25][CH3:26])=[O:23]. Product: [CH:6]1[C:7]2[C:12](=[CH:11][CH:10]=[CH:9][CH:8]=2)[CH:13]=[C:4]([CH2:3][CH2:2][NH:1][C:22](=[O:23])[O:24][CH2:25][CH3:26])[N:5]=1. The catalyst class is: 4. (4) Reactant: [Cl:1][C:2]1[CH:7]=[CH:6][C:5]([CH3:8])=[CH:4][C:3]=1[OH:9].[CH3:10]OS(OC)(=O)=O.C([O-])([O-])=O.[K+].[K+].C(OCC)(=O)C. Product: [Cl:1][C:2]1[CH:7]=[CH:6][C:5]([CH3:8])=[CH:4][C:3]=1[O:9][CH3:10]. The catalyst class is: 20. (5) Reactant: [NH2:1][C:2]1[CH:7]=[CH:6][CH:5]=[CH:4][C:3]=1[S:8]([NH:11][C:12]1[CH:17]=[CH:16][C:15]([O:18][CH3:19])=[CH:14][CH:13]=1)(=[O:10])=[O:9].[S:20]1[CH:24]=[CH:23][CH:22]=[C:21]1[S:25](Cl)(=[O:27])=[O:26].C(N(CC)CC)C. Product: [CH3:19][O:18][C:15]1[CH:14]=[CH:13][C:12]([NH:11][S:8]([C:3]2[CH:4]=[CH:5][CH:6]=[CH:7][C:2]=2[NH:1][S:25]([C:21]2[S:20][CH:24]=[CH:23][CH:22]=2)(=[O:27])=[O:26])(=[O:9])=[O:10])=[CH:17][CH:16]=1. The catalyst class is: 4. (6) Reactant: CON(C)[C:4]([C:6]1[N:7]=[C:8]2[CH:13]=[CH:12][C:11]([Cl:14])=[CH:10][N:9]2[CH:15]=1)=[O:5].[S:17]1[CH:21]=[CH:20][CH:19]=[C:18]1[Mg]Br.[Cl-].[NH4+]. Product: [Cl:14][C:11]1[CH:12]=[CH:13][C:8]2[N:9]([CH:15]=[C:6]([C:4]([C:18]3[S:17][CH:21]=[CH:20][CH:19]=3)=[O:5])[N:7]=2)[CH:10]=1. The catalyst class is: 1. (7) Reactant: F[C:2]1[C:7]([C:8](=O)[C:9]([O:11][CH2:12][CH3:13])=[O:10])=[CH:6][CH:5]=[CH:4][N:3]=1.Cl.[Br:16][C:17]1[CH:18]=[C:19]([NH:23][NH2:24])[CH:20]=[CH:21][CH:22]=1. Product: [Br:16][C:17]1[CH:18]=[C:19]([N:23]2[C:2]3=[N:3][CH:4]=[CH:5][CH:6]=[C:7]3[C:8]([C:9]([O:11][CH2:12][CH3:13])=[O:10])=[N:24]2)[CH:20]=[CH:21][CH:22]=1. The catalyst class is: 264. (8) Reactant: [O:1]1[CH:5]=[CH:4][N:3]=[C:2]1[C@H:6]([NH:8][C:9]([C:11]1[C:19]2[C:14](=[N:15][CH:16]=[C:17]([C:20]3[N:21]=[CH:22][N:23]4[CH:28]=[C:27]([F:29])[CH:26]=[CH:25][C:24]=34)[N:18]=2)[N:13](COCC[Si](C)(C)C)[CH:12]=1)=[O:10])[CH3:7].FC(F)(F)C(O)=O.C(N)CN. Product: [O:1]1[CH:5]=[CH:4][N:3]=[C:2]1[C@H:6]([NH:8][C:9]([C:11]1[C:19]2[C:14](=[N:15][CH:16]=[C:17]([C:20]3[N:21]=[CH:22][N:23]4[CH:28]=[C:27]([F:29])[CH:26]=[CH:25][C:24]=34)[N:18]=2)[NH:13][CH:12]=1)=[O:10])[CH3:7]. The catalyst class is: 4.